Dataset: Reaction yield outcomes from USPTO patents with 853,638 reactions. Task: Predict the reaction yield, written as a fraction of the theoretical maximum amount of product (1.0 means a 100% yield; for example, 0.34 means a 34% yield). The reactants are [CH3:1][N:2]1[C:11](=[O:12])[C:10]2[C:5](=[CH:6][CH:7]=[C:8]([N+:13]([O-:15])=[O:14])[CH:9]=2)[NH:4][C:3]1=[S:16].[I-].C.[C:19](=O)([O-])[O-].[K+].[K+]. The catalyst is CC(C)=O. The product is [CH3:19][S:16][C:3]1[N:2]([CH3:1])[C:11](=[O:12])[C:10]2[C:5](=[CH:6][CH:7]=[C:8]([N+:13]([O-:15])=[O:14])[CH:9]=2)[N:4]=1. The yield is 0.687.